Dataset: Full USPTO retrosynthesis dataset with 1.9M reactions from patents (1976-2016). Task: Predict the reactants needed to synthesize the given product. (1) Given the product [Cl:1][C:2]1[CH:9]=[C:8]([OH:10])[C:7]([O:12][CH3:13])=[CH:6][C:3]=1[CH:4]=[O:5], predict the reactants needed to synthesize it. The reactants are: [Cl:1][C:2]1[CH:9]=[C:8]([O:10]C)[C:7]([O:12][CH3:13])=[CH:6][C:3]=1[CH:4]=[O:5].ClCCl.[Cl-].[Cl-].[Cl-].[Al+3]. (2) Given the product [CH2:1]([O:8][C:9](=[O:17])[CH:10]=[C:27]1[CH2:31][CH:25]([C:23]([OH:22])=[O:24])[CH2:28]1)[C:2]1[CH:3]=[CH:4][CH:5]=[CH:6][CH:7]=1, predict the reactants needed to synthesize it. The reactants are: [CH2:1]([O:8][C:9](=[O:17])[CH2:10]P(OC)(OC)=O)[C:2]1[CH:7]=[CH:6][CH:5]=[CH:4][CH:3]=1.[Li+].[OH-].CC[O:22][C:23]([CH3:25])=[O:24].Cl.[CH2:27]1[CH2:31]OC[CH2:28]1. (3) Given the product [CH3:1][C:2]1[C:7]([C:8]([F:9])([F:10])[F:11])=[CH:6][CH:5]=[CH:4][C:3]=1[N:12]1[C:16](=[O:17])[N:15]([CH3:18])[N:14]=[N:13]1, predict the reactants needed to synthesize it. The reactants are: [CH3:1][C:2]1[C:7]([C:8]([F:11])([F:10])[F:9])=[CH:6][CH:5]=[CH:4][C:3]=1[N:12]1[C:16](=[O:17])[NH:15][N:14]=[N:13]1.[C:18](=O)([O-])[O-].[K+].[K+].COS(=O)(=O)OC.O.C(=O)(O)[O-].[Na+]. (4) Given the product [CH2:41]([N:30]([CH2:31][CH2:32][CH2:33][CH2:34][CH2:35][CH2:36][CH2:37][CH2:38][CH2:39][CH3:40])[C:28](=[O:29])[CH2:27][N:24]1[CH2:25][CH2:26][N:15]([CH2:14][C:13]([OH:67])=[O:12])[CH2:16][CH2:17][N:18]([CH2:59][C:60]([OH:62])=[O:61])[CH2:19][CH2:20][N:21]([CH2:51][C:52]([OH:54])=[O:53])[CH2:22][CH2:23]1)[CH2:42][CH2:43][CH2:44][CH2:45][CH2:46][CH2:47][CH2:48][CH2:49][CH3:50], predict the reactants needed to synthesize it. The reactants are: C(O)(C(F)(F)F)=O.CC([O:12][C:13](=[O:67])[CH2:14][N:15]1[CH2:26][CH2:25][N:24]([CH2:27][C:28]([N:30]([CH2:41][CH2:42][CH2:43][CH2:44][CH2:45][CH2:46][CH2:47][CH2:48][CH2:49][CH3:50])[CH2:31][CH2:32][CH2:33][CH2:34][CH2:35][CH2:36][CH2:37][CH2:38][CH2:39][CH3:40])=[O:29])[CH2:23][CH2:22][N:21]([CH2:51][C:52]([O:54]C(C)(C)C)=[O:53])[CH2:20][CH2:19][N:18]([CH2:59][C:60]([O:62]C(C)(C)C)=[O:61])[CH2:17][CH2:16]1)(C)C.